Dataset: Full USPTO retrosynthesis dataset with 1.9M reactions from patents (1976-2016). Task: Predict the reactants needed to synthesize the given product. (1) Given the product [NH2:31][C@@H:26]([CH2:27][CH:28]([CH3:30])[CH3:29])[CH2:25][O:24][C:15]1[C:16]([C:18]2[CH:23]=[CH:22][CH:21]=[CH:20][N:19]=2)=[CH:17][C:7]2[C:6]3[C:11](=[C:2]([CH3:1])[N:3]=[CH:4][CH:5]=3)[C:10](=[O:12])[N:9]([CH3:13])[C:8]=2[CH:14]=1, predict the reactants needed to synthesize it. The reactants are: [CH3:1][C:2]1[N:3]=[CH:4][CH:5]=[C:6]2[C:11]=1[C:10](=[O:12])[N:9]([CH3:13])[C:8]1[CH:14]=[C:15]([O:24][CH2:25][C@@H:26]([NH:31]C(=O)OC(C)(C)C)[CH2:27][CH:28]([CH3:30])[CH3:29])[C:16]([C:18]3[CH:23]=[CH:22][CH:21]=[CH:20][N:19]=3)=[CH:17][C:7]2=1.Cl.O1CCOCC1.C([O-])(O)=O.[Na+]. (2) Given the product [CH3:63][O:62][C:56]1[CH:55]=[C:54]([CH2:53][N:9]2[C:10]3[C:6](=[C:5]([O:4][CH3:3])[CH:13]=[CH:12][CH:11]=3)[C:7]([NH2:14])=[N:8]2)[CH:59]=[CH:58][C:57]=1[O:60][CH3:61], predict the reactants needed to synthesize it. The reactants are: [OH-].[K+].[CH3:3][O:4][C:5]1[CH:13]=[CH:12][CH:11]=[C:10]2[C:6]=1[C:7]([NH2:14])=[N:8][NH:9]2.ClC1SC(S(NC2C3C(=CC=CC=3OC)N(CC3C=CC(CNC(=O)OC(C)(C)C)=CC=3)N=2)(=O)=O)=CC=1.Cl[CH2:53][C:54]1[CH:59]=[CH:58][C:57]([O:60][CH3:61])=[C:56]([O:62][CH3:63])[CH:55]=1. (3) Given the product [Br:44][C:42]1[CH:41]=[CH:40][C:39]([S:45]([CH2:48][CH3:49])(=[O:47])=[O:46])=[C:38]([CH2:37][N:36]2[C:19](=[O:21])[C:18]3[C:17](=[C:25]([Cl:26])[CH:24]=[C:23]([C:27]([F:30])([F:29])[F:28])[CH:22]=3)[N:16]=[CH:34]2)[CH:43]=1, predict the reactants needed to synthesize it. The reactants are: Cl.BrC1C=CC(S(CC)(=O)=O)=C(CN)C=1.[NH2:16][C:17]1[C:25]([Cl:26])=[CH:24][C:23]([C:27]([F:30])([F:29])[F:28])=[CH:22][C:18]=1[C:19]([OH:21])=O.NC1C=CC(C(F)(F)F)=CC=1[C:34]([NH:36][CH2:37][C:38]1[CH:43]=[C:42]([Br:44])[CH:41]=[CH:40][C:39]=1[S:45]([CH2:48][CH3:49])(=[O:47])=[O:46])=O.